Dataset: Full USPTO retrosynthesis dataset with 1.9M reactions from patents (1976-2016). Task: Predict the reactants needed to synthesize the given product. (1) Given the product [NH3:8].[CH2:1]([N:8]1[CH:16]=[C:15]2[C:10]([CH:11]=[C:12]([C:17]3[CH:18]=[C:19]([CH:27]4[O:32][CH2:31][CH2:30][N:29]([CH3:35])[CH2:28]4)[N:20]4[C:25]=3[C:24]([NH2:26])=[N:23][CH:22]=[N:21]4)[CH:13]=[CH:14]2)=[N:9]1)[C:2]1[CH:7]=[CH:6][CH:5]=[CH:4][CH:3]=1, predict the reactants needed to synthesize it. The reactants are: [CH2:1]([N:8]1[CH:16]=[C:15]2[C:10]([CH:11]=[C:12]([C:17]3[CH:18]=[C:19]([CH:27]4[O:32][CH2:31][CH2:30][NH:29][CH2:28]4)[N:20]4[C:25]=3[C:24]([NH2:26])=[N:23][CH:22]=[N:21]4)[CH:13]=[CH:14]2)=[N:9]1)[C:2]1[CH:7]=[CH:6][CH:5]=[CH:4][CH:3]=1.CI.[C:35](=O)([O-])[O-].[K+].[K+]. (2) The reactants are: [CH2:1]([O:3][C@@H:4]([CH2:8][C:9]1[CH:14]=[CH:13][C:12]([O:15][CH2:16][CH2:17][N:18]2[C:31]3[CH:30]=[CH:29][CH:28]=[CH:27][C:26]=3[O:25][C:24]3[C:19]2=[CH:20][CH:21]=[CH:22][CH:23]=3)=[CH:11][CH:10]=1)[C:5]([OH:7])=[O:6])[CH3:2].[NH2:32][C@H:33]([C:41]([OH:43])=[O:42])[CH2:34][CH2:35][CH2:36][NH:37][C:38](=[NH:40])[NH2:39]. Given the product [NH2:32][C@H:33]([C:41]([OH:43])=[O:42])[CH2:34][CH2:35][CH2:36][NH:37][C:38](=[NH:39])[NH2:40].[CH2:1]([O:3][C@@H:4]([CH2:8][C:9]1[CH:10]=[CH:11][C:12]([O:15][CH2:16][CH2:17][N:18]2[C:31]3[CH:30]=[CH:29][CH:28]=[CH:27][C:26]=3[O:25][C:24]3[C:19]2=[CH:20][CH:21]=[CH:22][CH:23]=3)=[CH:13][CH:14]=1)[C:5]([O-:7])=[O:6])[CH3:2], predict the reactants needed to synthesize it. (3) The reactants are: [F:1][C:2]([F:16])([F:15])[C:3]1[CH:4]=[C:5]([CH:8]=[C:9]([C:11]([F:14])([F:13])[F:12])[CH:10]=1)[CH2:6][NH2:7].[CH:17]([O:20][C:21]([N:23]1[C:36]2[C:28](=[CH:29][C:30]3[CH2:31][CH2:32][CH2:33][C:34]=3[CH:35]=2)[C:27](=O)[CH2:26][CH2:25][CH2:24]1)=[O:22])([CH3:19])[CH3:18].[BH4-].[Na+].C(=O)(O)[O-].[Na+]. Given the product [CH:17]([O:20][C:21]([N:23]1[C:36]2[C:28](=[CH:29][C:30]3[CH2:31][CH2:32][CH2:33][C:34]=3[CH:35]=2)[CH:27]([NH:7][CH2:6][C:5]2[CH:4]=[C:3]([C:2]([F:15])([F:16])[F:1])[CH:10]=[C:9]([C:11]([F:14])([F:12])[F:13])[CH:8]=2)[CH2:26][CH2:25][CH2:24]1)=[O:22])([CH3:19])[CH3:18], predict the reactants needed to synthesize it.